Predict the reaction yield, written as a fraction of the theoretical maximum amount of product (1.0 means a 100% yield; for example, 0.34 means a 34% yield). From a dataset of Reaction yield outcomes from USPTO patents with 853,638 reactions. (1) The reactants are [Cl:1][C:2]1[CH:7]=[CH:6][CH:5]=[C:4]([N+:8]([O-:10])=[O:9])[C:3]=1[S:11][C:12]1[NH:13][CH:14]=[C:15]([N+:17]([O-:19])=[O:18])[N:16]=1.[CH3:20]N(C)C=O.C(=O)([O-])[O-].[K+].[K+].[F-].[Cs+].[C:33]([O:36][CH2:37][CH3:38])(=O)C. The catalyst is O. The product is [Cl:1][C:2]1[CH:7]=[CH:6][CH:5]=[C:4]([N+:8]([O-:10])=[O:9])[C:3]=1[S:11][C:12]1[N:13]([CH2:20][C@:37]2([CH3:38])[CH2:33][O:36]2)[CH:14]=[C:15]([N+:17]([O-:19])=[O:18])[N:16]=1. The yield is 0.610. (2) The reactants are [F-].C([N+](CCCC)(CCCC)CCCC)CCC.[N:19]1[CH:24]=[CH:23][C:22]([C:25]2[CH:32]=[CH:31][CH:30]=[CH:29][C:26]=2[CH:27]=[O:28])=[CH:21][CH:20]=1.[F:33][C:34]([Si](C)(C)C)([F:36])[F:35].Cl. The catalyst is C1COCC1. The product is [F:33][C:34]([F:36])([F:35])[CH:27]([C:26]1[CH:29]=[CH:30][CH:31]=[CH:32][C:25]=1[C:22]1[CH:23]=[CH:24][N:19]=[CH:20][CH:21]=1)[OH:28]. The yield is 0.430. (3) The reactants are C(OC([N:8]1[CH2:13][CH2:12][CH:11]([C:14]([OH:16])=O)[CH2:10][CH2:9]1)=O)(C)(C)C.[CH2:17]([NH:19][CH2:20][CH3:21])[CH3:18].C(N(CC)CC)C.C1C=NC2N(O)N=NC=2C=1.CCN=C=NCCCN(C)C. The catalyst is CN(C=O)C. The product is [CH2:17]([N:19]([CH2:20][CH3:21])[C:14]([CH:11]1[CH2:10][CH2:9][NH:8][CH2:13][CH2:12]1)=[O:16])[CH3:18]. The yield is 0.860. (4) The reactants are Cl[C:2]([C:4]1[CH:5]=[C:6]([S:10]([Cl:13])(=[O:12])=[O:11])[CH:7]=[CH:8][CH:9]=1)=[O:3].[CH3:14][OH:15]. The catalyst is C1COCC1. The product is [CH3:14][O:15][C:2]([C:4]1[CH:5]=[C:6]([S:10]([Cl:13])(=[O:12])=[O:11])[CH:7]=[CH:8][CH:9]=1)=[O:3]. The yield is 1.00.